This data is from Full USPTO retrosynthesis dataset with 1.9M reactions from patents (1976-2016). The task is: Predict the reactants needed to synthesize the given product. (1) Given the product [Br:1][C:2]1[C:3](=[O:17])[N:4]([CH:24]2[CH2:26][CH2:25]2)[CH:5]=[C:6]([CH3:18])[C:7]=1[O:8][CH2:9][C:10]1[CH:15]=[CH:14][C:13]([F:16])=[CH:12][CH:11]=1, predict the reactants needed to synthesize it. The reactants are: [Br:1][C:2]1[C:3](=[O:17])[NH:4][CH:5]=[CH:6][C:7]=1[O:8][CH2:9][C:10]1[CH:15]=[CH:14][C:13]([F:16])=[CH:12][CH:11]=1.[C:18]([O-])([O-])=O.[K+].[K+].[CH:24]1(CBr)[CH2:26][CH2:25]1. (2) Given the product [F:1][CH:2]([F:12])[C:3]1[C:7]([C:8]([NH:39][C:34]2[CH:35]=[CH:36][CH:37]=[CH:38][C:33]=2[C:48]2[CH:53]=[N:52][C:51]([N:54]3[CH:58]=[CH:57][C:56]([C:59]([F:62])([F:61])[F:60])=[N:55]3)=[C:50]([F:63])[CH:49]=2)=[O:9])=[CH:6][N:5]([CH3:11])[N:4]=1, predict the reactants needed to synthesize it. The reactants are: [F:1][CH:2]([F:12])[C:3]1[C:7]([C:8](Cl)=[O:9])=[CH:6][N:5]([CH3:11])[N:4]=1.FC(F)C1C(C(O)=O)=CN(C)N=1.CC1(C)C(C)(C)OB([C:33]2[CH:38]=[CH:37][CH:36]=[CH:35][C:34]=2[NH2:39])O1.C(=O)([O-])[O-].[Cs+].[Cs+].Br[C:48]1[CH:49]=[C:50]([F:63])[C:51]([N:54]2[CH:58]=[CH:57][C:56]([C:59]([F:62])([F:61])[F:60])=[N:55]2)=[N:52][CH:53]=1.C(=O)([O-])[O-].[Na+].[Na+]. (3) Given the product [C:2]([C:8]1[N:9]=[C:10]2[C:15](=[O:18])[CH2:23][CH2:24][CH2:13][O:14][C:11]2=[CH:12][CH:7]=1)([CH3:1])([CH3:3])[CH3:20], predict the reactants needed to synthesize it. The reactants are: [CH2:1]=[C:2]1[C:8]2=[N:9][CH:10]=[CH:11][CH:12]=[C:7]2OCC[CH2:3]1.[CH3:13][OH:14].[C:15]([O-:18])(O)=O.[Na+].[CH3:20]SC.[CH3:23][CH2:24]OC(C)=O. (4) Given the product [N+:1]([C:4]1[CH:5]=[CH:6][C:7]([C:10]([F:11])([F:12])[F:13])=[CH:8][C:9]=1[CH2:20][C:21]#[N:22])([O-:3])=[O:2], predict the reactants needed to synthesize it. The reactants are: [N+:1]([C:4]1[CH:9]=[CH:8][C:7]([C:10]([F:13])([F:12])[F:11])=[CH:6][CH:5]=1)([O-:3])=[O:2].ClC1C=CC(O[CH2:20][C:21]#[N:22])=CC=1.CC(C)([O-])C.[K+]. (5) Given the product [NH2:15][C:12]1[C:13]([F:14])=[C:8]([C:5]2[CH:6]=[CH:7][C:2]([Cl:1])=[C:3]([O:43][CH3:44])[C:4]=2[F:42])[N:9]=[C:10]([CH:35]=[O:36])[CH:11]=1, predict the reactants needed to synthesize it. The reactants are: [Cl:1][C:2]1[CH:7]=[CH:6][C:5]([C:8]2[C:13]([F:14])=[C:12]([NH:15]C(C3C=CC=CC=3)(C3C=CC=CC=3)C3C=CC=CC=3)[CH:11]=[C:10]([CH:35](OCC)[O:36]CC)[N:9]=2)=[C:4]([F:42])[C:3]=1[O:43][CH3:44].CC#N. (6) Given the product [NH2:17][C:18]([NH:20][C:21]1[NH:22][C:23]2[C:28]([C:29]=1[C:30]([NH2:32])=[O:31])=[CH:27][CH:26]=[C:25]([CH2:33][OH:34])[CH:24]=2)=[O:19], predict the reactants needed to synthesize it. The reactants are: CCCCCC.[H-].C([Al+]CC(C)C)C(C)C.[NH2:17][C:18]([NH:20][C:21]1[NH:22][C:23]2[C:28]([C:29]=1[C:30]([NH2:32])=[O:31])=[CH:27][CH:26]=[C:25]([C:33](OC)=[O:34])[CH:24]=2)=[O:19].O.CO.